From a dataset of Full USPTO retrosynthesis dataset with 1.9M reactions from patents (1976-2016). Predict the reactants needed to synthesize the given product. (1) The reactants are: [S:1]1[CH:5]=[CH:4][CH:3]=[C:2]1[C:6]([OH:8])=O.[F:9][C:10]([F:14])([F:13])[CH2:11][NH2:12].CN(C(ON1N=NC2C=CC=CC1=2)=[N+](C)C)C.F[P-](F)(F)(F)(F)F. Given the product [F:9][C:10]([F:14])([F:13])[CH2:11][NH:12][C:6]([C:2]1[S:1][CH:5]=[CH:4][CH:3]=1)=[O:8], predict the reactants needed to synthesize it. (2) Given the product [Br:27][C:9]1[N:8]([CH2:11][C@H:12]2[CH2:17][CH2:16][C@H:15]([CH3:18])[CH2:14][CH2:13]2)[C:7]2[C:2]([Cl:1])=[N:3][C:4]([Cl:19])=[CH:5][C:6]=2[N:10]=1, predict the reactants needed to synthesize it. The reactants are: [Cl:1][C:2]1[C:7]2[N:8]([CH2:11][C@H:12]3[CH2:17][CH2:16][C@H:15]([CH3:18])[CH2:14][CH2:13]3)[CH:9]=[N:10][C:6]=2[CH:5]=[C:4]([Cl:19])[N:3]=1.P([O-])([O-])(O)=O.[Na+].[Na+].[Br:27]N1C(C)(C)C(=O)N(Br)C1=O.